This data is from Peptide-MHC class I binding affinity with 185,985 pairs from IEDB/IMGT. The task is: Regression. Given a peptide amino acid sequence and an MHC pseudo amino acid sequence, predict their binding affinity value. This is MHC class I binding data. (1) The MHC is Mamu-A01 with pseudo-sequence Mamu-A01. The binding affinity (normalized) is 0.186. The peptide sequence is PSPPKQARKDM. (2) The peptide sequence is GETYGRLLGEV. The MHC is Mamu-B01 with pseudo-sequence Mamu-B01. The binding affinity (normalized) is 0.